From a dataset of Peptide-MHC class II binding affinity with 134,281 pairs from IEDB. Regression. Given a peptide amino acid sequence and an MHC pseudo amino acid sequence, predict their binding affinity value. This is MHC class II binding data. (1) The peptide sequence is LKGSETTVTERIFRE. The MHC is DRB5_0101 with pseudo-sequence DRB5_0101. The binding affinity (normalized) is 0.376. (2) The peptide sequence is NTKEGRYLVLKAVKVCDVRTV. The MHC is DRB1_0101 with pseudo-sequence DRB1_0101. The binding affinity (normalized) is 0.515. (3) The peptide sequence is NALSMMPEAMTIVML. The MHC is DRB3_0101 with pseudo-sequence DRB3_0101. The binding affinity (normalized) is 0.457. (4) The peptide sequence is IRNPLSRNSTHEMYY. The MHC is DRB3_0301 with pseudo-sequence DRB3_0301. The binding affinity (normalized) is 0.936. (5) The peptide sequence is ILFSYFQDLVITLPF. The MHC is DRB3_0202 with pseudo-sequence DRB3_0202. The binding affinity (normalized) is 0.439. (6) The MHC is DRB5_0101 with pseudo-sequence DRB5_0101. The binding affinity (normalized) is 0.166. The peptide sequence is KTLKFDALSGSQEVE. (7) The peptide sequence is SQIGLIEVLGKMPEHFM. The MHC is DRB1_1101 with pseudo-sequence DRB1_1101. The binding affinity (normalized) is 0.421.